This data is from Forward reaction prediction with 1.9M reactions from USPTO patents (1976-2016). The task is: Predict the product of the given reaction. (1) The product is: [Cl:2][C:3]1[CH:8]=[C:7]([C:9]2[CH:14]=[N:13][CH:12]=[C:11]([CH3:15])[N:10]=2)[CH:6]=[CH:5][C:4]=1[C:16]1[C:28](=[O:29])[N:27]([CH2:30][C:31]2([OH:47])[CH2:36][CH2:35][NH:34][CH2:33][CH2:32]2)[C:19]2[N:20]=[C:21]([NH:24][CH2:25][CH3:26])[N:22]=[CH:23][C:18]=2[CH:17]=1. Given the reactants Br.[Cl:2][C:3]1[CH:8]=[C:7]([C:9]2[CH:14]=[N:13][CH:12]=[C:11]([CH3:15])[N:10]=2)[CH:6]=[CH:5][C:4]=1[C:16]1[C:28](=[O:29])[N:27]([CH2:30][C:31]2([OH:47])[CH2:36][CH2:35][N:34](C(OCC3C=CC=CC=3)=O)[CH2:33][CH2:32]2)[C:19]2[N:20]=[C:21]([NH:24][CH2:25][CH3:26])[N:22]=[CH:23][C:18]=2[CH:17]=1.N, predict the reaction product. (2) Given the reactants [NH2:1][C:2]1[CH:7]=[C:6]([C:8]2[S:9][C:10]([C:23]3[NH:27][N:26]=[CH:25][CH:24]=3)=[C:11]([C:15]3[CH:20]=[CH:19][C:18]([Cl:21])=[CH:17][C:16]=3[Cl:22])[C:12]=2[C:13]#[N:14])[CH:5]=[CH:4][N:3]=1.N1C=CC=CC=1.C(Cl)Cl.[C:37](OC(=O)C)(=[O:39])[CH3:38].CO.O.C(=O)(O)[O-].[Na+], predict the reaction product. The product is: [C:13]([C:12]1[C:11]([C:15]2[CH:20]=[CH:19][C:18]([Cl:21])=[CH:17][C:16]=2[Cl:22])=[C:10]([C:23]2[NH:27][N:26]=[CH:25][CH:24]=2)[S:9][C:8]=1[C:6]1[CH:5]=[CH:4][N:3]=[C:2]([NH:1][C:37](=[O:39])[CH3:38])[CH:7]=1)#[N:14]. (3) The product is: [Br:1][C:2]1[CH:7]=[CH:6][C:5]([C@@H:8]([N:10]2[C:14](=[O:15])[C:13]3[C:12](=[CH:20][CH:19]=[CH:18][CH:17]=3)[C:11]2=[O:16])[CH3:9])=[CH:4][CH:3]=1. Given the reactants [Br:1][C:2]1[CH:7]=[CH:6][C:5]([C@@H:8]([NH2:10])[CH3:9])=[CH:4][CH:3]=1.[C:11]1(=O)[O:16][C:14](=[O:15])[C:13]2=[CH:17][CH:18]=[CH:19][CH:20]=[C:12]12, predict the reaction product. (4) Given the reactants [I-].[CH3:2][S+](C)(C)=O.[H-].[Na+].[CH2:9]=[C:10]([C:12]1[N:17]=[C:16]([O:18][C:19]2[C:24]([CH3:25])=[CH:23][C:22]([CH3:26])=[CH:21][C:20]=2[CH3:27])[C:15]([C:28]([O:30][CH3:31])=[O:29])=[CH:14][CH:13]=1)[CH3:11], predict the reaction product. The product is: [CH3:9][C:10]1([C:12]2[N:17]=[C:16]([O:18][C:19]3[C:24]([CH3:25])=[CH:23][C:22]([CH3:26])=[CH:21][C:20]=3[CH3:27])[C:15]([C:28]([O:30][CH3:31])=[O:29])=[CH:14][CH:13]=2)[CH2:2][CH2:11]1. (5) The product is: [CH2:4]([O:6][C:7]([C:9]1[CH:18]([C:19]2[CH:24]=[CH:23][CH:22]=[CH:21][C:20]=2[Cl:25])[C:17]2[C:16](=[O:26])[CH2:15][C:14]([CH3:27])([CH3:28])[CH2:13][C:12]=2[NH:11][C:10]=1[CH2:29][O:30][CH2:31][CH2:32][NH2:33])=[O:8])[CH3:5]. Given the reactants O.NN.[CH2:4]([O:6][C:7]([C:9]1[CH:18]([C:19]2[CH:24]=[CH:23][CH:22]=[CH:21][C:20]=2[Cl:25])[C:17]2[C:16](=[O:26])[CH2:15][C:14]([CH3:28])([CH3:27])[CH2:13][C:12]=2[NH:11][C:10]=1[CH2:29][O:30][CH2:31][CH2:32][N:33]1C(=O)C2C(=CC=CC=2)C1=O)=[O:8])[CH3:5], predict the reaction product. (6) Given the reactants Br[C:2]1[C:11]2[C:6](=[CH:7][CH:8]=[CH:9][CH:10]=2)[CH:5]=[C:4]([C:12]2C3C([C:19]4[CH:20]=[CH:21][CH:22]=[CH:23][C:24]=4[CH:25]=2)=CC=CC=3)[CH:3]=1.C([Li])CCC.[B:31](OC(C)C)([O:36]C(C)C)[O:32]C(C)C.Cl.[CH3:45][CH2:46][CH2:47][CH2:48][CH2:49][CH3:50], predict the reaction product. The product is: [CH:23]1[C:24]2[CH:25]=[C:12]([C:4]3[CH:5]=[C:6]([B:31]([OH:36])[OH:32])[C:7]4[C:2](=[CH:11][CH:10]=[CH:9][CH:8]=4)[CH:3]=3)[C:46]3[C:47](=[CH:48][CH:49]=[CH:50][CH:45]=3)[C:19]=2[CH:20]=[CH:21][CH:22]=1. (7) Given the reactants [C:1]1([CH2:7][NH:8][C@@H:9]([C:12]([OH:14])=[O:13])[CH2:10][OH:11])[CH:6]=[CH:5][CH:4]=[CH:3][CH:2]=1.Cl[CH2:16][C:17](Cl)=[O:18].Cl, predict the reaction product. The product is: [O:18]=[C:17]1[N:8]([CH2:7][C:1]2[CH:2]=[CH:3][CH:4]=[CH:5][CH:6]=2)[C@@H:9]([C:12]([OH:14])=[O:13])[CH2:10][O:11][CH2:16]1.